Dataset: Reaction yield outcomes from USPTO patents with 853,638 reactions. Task: Predict the reaction yield, written as a fraction of the theoretical maximum amount of product (1.0 means a 100% yield; for example, 0.34 means a 34% yield). (1) The catalyst is CN(C=O)C.C(OCC)(=O)C. The yield is 0.630. The reactants are [CH3:1][C:2]1[N:3]=[CH:4][S:5][C:6]=1[C:7]1[O:8][C:9]2[C:10](=[C:12]([C:16]([OH:18])=O)[CH:13]=[CH:14][CH:15]=2)[N:11]=1.[ClH:19].C(N=C=NCCCN(C)C)C.ON1C2C=CC=CC=2N=N1.Cl.Cl.[NH2:43][CH:44]1[CH2:51][CH:50]2[N:52]([CH3:53])[CH:46]([CH2:47][CH2:48][CH2:49]2)[CH2:45]1.C(N(CC)CC)C. The product is [ClH:19].[CH3:53][N:52]1[CH:46]2[CH2:47][CH2:48][CH2:49][CH:50]1[CH2:51][CH:44]([NH:43][C:16]([C:12]1[CH:13]=[CH:14][CH:15]=[C:9]3[O:8][C:7]([C:6]4[S:5][CH:4]=[N:3][C:2]=4[CH3:1])=[N:11][C:10]=13)=[O:18])[CH2:45]2. (2) The reactants are [CH3:1][C:2]1[CH:7]=[C:6]([CH3:8])[CH:5]=[CH:4][C:3]=1[C:9]1[C:14]([CH:15]([CH2:20][CH2:21][CH3:22])[C:16]([O:18]C)=[O:17])=[C:13]([CH3:23])[N:12]=[C:11]([N:24]2[CH2:29][CH2:28][CH2:27][CH2:26][CH2:25]2)[N:10]=1.[OH-].[Na+]. The catalyst is CO. The product is [CH3:1][C:2]1[CH:7]=[C:6]([CH3:8])[CH:5]=[CH:4][C:3]=1[C:9]1[C:14]([CH:15]([CH2:20][CH2:21][CH3:22])[C:16]([OH:18])=[O:17])=[C:13]([CH3:23])[N:12]=[C:11]([N:24]2[CH2:25][CH2:26][CH2:27][CH2:28][CH2:29]2)[N:10]=1. The yield is 0.880. (3) The reactants are CN(C(ON1N=NC2C=CC=NC1=2)=[N+](C)C)C.F[P-](F)(F)(F)(F)F.[Cl:25][C:26]1[CH:31]=[CH:30][C:29]([CH2:32][NH2:33])=[C:28]([F:34])[C:27]=1[O:35][C:36]1[C:45]2[C:40](=[CH:41][CH:42]=[CH:43][CH:44]=2)[CH:39]=[CH:38][CH:37]=1.[Cl:46][C:47]1[N:48]=[C:49]([CH2:55][CH3:56])[NH:50][C:51]=1[C:52](O)=[O:53].C(N(C(C)C)CC)(C)C. The catalyst is CN(C=O)C. The product is [Cl:46][C:47]1[N:48]=[C:49]([CH2:55][CH3:56])[NH:50][C:51]=1[C:52]([NH:33][CH2:32][C:29]1[CH:30]=[CH:31][C:26]([Cl:25])=[C:27]([O:35][C:36]2[C:45]3[C:40](=[CH:41][CH:42]=[CH:43][CH:44]=3)[CH:39]=[CH:38][CH:37]=2)[C:28]=1[F:34])=[O:53]. The yield is 0.260. (4) The reactants are [Cl:1][C:2]1[CH:3]=[C:4]2[C:9](=[CH:10][C:11]=1[OH:12])[O:8][CH2:7][CH2:6][CH:5]2[C:13]([O:15][CH2:16][CH3:17])=[O:14].[Br:18]Br. The catalyst is C(O)(=O)C. The product is [Br:18][C:10]1[C:11]([OH:12])=[C:2]([Cl:1])[CH:3]=[C:4]2[C:9]=1[O:8][CH2:7][CH2:6][CH:5]2[C:13]([O:15][CH2:16][CH3:17])=[O:14]. The yield is 0.900. (5) The reactants are Br[C:2]1[C:6](/[CH:7]=[CH:8]/[C:9]2[CH:14]=[CH:13][CH:12]=[CH:11][CH:10]=2)=[CH:5][S:4][CH:3]=1.[C:15](C1C(Br)=CSC=1)(=[O:17])[CH3:16]. No catalyst specified. The product is [C:15]([C:2]1[C:6](/[CH:7]=[CH:8]/[C:9]2[CH:14]=[CH:13][CH:12]=[CH:11][CH:10]=2)=[CH:5][S:4][CH:3]=1)(=[O:17])[CH3:16]. The yield is 0.510. (6) The reactants are C[N:2](C)[CH:3]=[CH:4][C:5]([C:7]1[C:12](=[O:13])[CH:11]=[CH:10][N:9]([C:14]2[CH:19]=[CH:18][CH:17]=[C:16]([C:20]([F:23])([F:22])[F:21])[CH:15]=2)[N:8]=1)=O.Cl.[F:26][C:27]1[CH:32]=[CH:31][C:30]([NH:33]N)=[CH:29][CH:28]=1.CCN(CC)CC. The catalyst is C(O)C. The product is [F:26][C:27]1[CH:32]=[CH:31][C:30]([N:33]2[C:5]([C:7]3[C:12](=[O:13])[CH:11]=[CH:10][N:9]([C:14]4[CH:19]=[CH:18][CH:17]=[C:16]([C:20]([F:23])([F:22])[F:21])[CH:15]=4)[N:8]=3)=[CH:4][CH:3]=[N:2]2)=[CH:29][CH:28]=1. The yield is 0.300. (7) The reactants are [CH3:1][O:2][C:3]1[CH:8]=[CH:7][CH:6]=[CH:5][C:4]=1[C:9]1[C:10]2[N:11]([N:15]=[C:16]([NH:18][C:19]3[CH:33]=[CH:32][C:22]4[CH2:23][CH2:24][N:25]([CH2:28][CH2:29]SC)[CH2:26][CH2:27][C:21]=4[CH:20]=3)[N:17]=2)[CH:12]=[CH:13][CH:14]=1.O[O:35][S:36]([O-:38])=O.[K+].[CH3:40]O. The catalyst is O. The product is [CH3:40][S:36]([CH2:29][CH2:28][N:25]1[CH2:24][CH2:23][C:22]2[CH:32]=[CH:33][C:19]([NH:18][C:16]3[N:17]=[C:10]4[C:9]([C:4]5[CH:5]=[CH:6][CH:7]=[CH:8][C:3]=5[O:2][CH3:1])=[CH:14][CH:13]=[CH:12][N:11]4[N:15]=3)=[CH:20][C:21]=2[CH2:27][CH2:26]1)(=[O:38])=[O:35]. The yield is 0.140. (8) The reactants are [N+:1]([C:4]1[CH:5]=[C:6]2[C:11](=[CH:12][CH:13]=1)[N+:10]([O-])=[CH:9][CH:8]=[CH:7]2)([O-:3])=[O:2].[CH3:15][C:16]([O:18]C(C)=O)=[O:17]. No catalyst specified. The product is [N+:1]([C:4]1[CH:5]=[C:6]2[C:11](=[CH:12][CH:13]=1)[N:10]=[C:9]([O:18][C:16](=[O:17])[CH3:15])[CH:8]=[CH:7]2)([O-:3])=[O:2]. The yield is 0.330.